The task is: Regression. Given two drug SMILES strings and cell line genomic features, predict the synergy score measuring deviation from expected non-interaction effect.. This data is from NCI-60 drug combinations with 297,098 pairs across 59 cell lines. (1) Drug 1: C1=CC(=C2C(=C1NCCNCCO)C(=O)C3=C(C=CC(=C3C2=O)O)O)NCCNCCO. Drug 2: CN1C(=O)N2C=NC(=C2N=N1)C(=O)N. Cell line: CCRF-CEM. Synergy scores: CSS=60.6, Synergy_ZIP=6.35, Synergy_Bliss=6.69, Synergy_Loewe=-33.6, Synergy_HSA=4.06. (2) Drug 1: CS(=O)(=O)CCNCC1=CC=C(O1)C2=CC3=C(C=C2)N=CN=C3NC4=CC(=C(C=C4)OCC5=CC(=CC=C5)F)Cl. Drug 2: COCCOC1=C(C=C2C(=C1)C(=NC=N2)NC3=CC=CC(=C3)C#C)OCCOC.Cl. Cell line: U251. Synergy scores: CSS=3.30, Synergy_ZIP=0.831, Synergy_Bliss=2.29, Synergy_Loewe=2.32, Synergy_HSA=1.49.